From a dataset of Reaction yield outcomes from USPTO patents with 853,638 reactions. Predict the reaction yield, written as a fraction of the theoretical maximum amount of product (1.0 means a 100% yield; for example, 0.34 means a 34% yield). The reactants are [Cl:1][C:2]1[CH:7]=[C:6]([O:8][C:9]2[C:18]3[C:13](=[CH:14][C:15]([OH:21])=[C:16]([O:19][CH3:20])[CH:17]=3)[N:12]=[CH:11][N:10]=2)[CH:5]=[CH:4][C:3]=1[NH:22][C:23]([NH:25][CH2:26][CH2:27][CH3:28])=[O:24].C(=O)([O-])[O-].[K+].[K+].[Br:35][CH2:36][CH2:37]Br. The catalyst is CN(C)C=O. The product is [Br:35][CH2:36][CH2:37][O:21][C:15]1[CH:14]=[C:13]2[C:18]([C:9]([O:8][C:6]3[CH:5]=[CH:4][C:3]([NH:22][C:23]([NH:25][CH2:26][CH2:27][CH3:28])=[O:24])=[C:2]([Cl:1])[CH:7]=3)=[N:10][CH:11]=[N:12]2)=[CH:17][C:16]=1[O:19][CH3:20]. The yield is 0.450.